From a dataset of Reaction yield outcomes from USPTO patents with 853,638 reactions. Predict the reaction yield, written as a fraction of the theoretical maximum amount of product (1.0 means a 100% yield; for example, 0.34 means a 34% yield). (1) The reactants are C(Cl)(=O)C(Cl)=O.CS(C)=O.[N:11]1([C:20]([CH3:24])([CH3:23])[CH2:21]O)[C:19]2[C:14](=[N:15][CH:16]=[CH:17][CH:18]=2)[N:13]=[CH:12]1.C(N(CC)CC)C.[H-].[Na+].C(OP([CH2:42][C:43]([O:45][CH3:46])=[O:44])(OCC)=O)C. The catalyst is ClCCl.C1COCC1.O. The product is [CH3:46][O:45][C:43](=[O:44])[CH:42]=[CH:21][C:20]([N:11]1[C:19]2[C:14](=[N:15][CH:16]=[CH:17][CH:18]=2)[N:13]=[CH:12]1)([CH3:24])[CH3:23]. The yield is 0.930. (2) The reactants are [CH2:1]([N:8]1[CH:13]2[CH2:14][CH2:15][CH:9]1[CH:10]=[C:11](OS(C1C=CC(C)=CC=1)(=O)=O)[CH2:12]2)[C:2]1[CH:7]=[CH:6][CH:5]=[CH:4][CH:3]=1.[C:27]([C:30]1[CH:31]=[C:32](B(O)O)[CH:33]=[CH:34][CH:35]=1)(=[O:29])[NH2:28].[F-].[Cs+]. The catalyst is C1C=CC(/C=C/C(/C=C/C2C=CC=CC=2)=O)=CC=1.C1C=CC(/C=C/C(/C=C/C2C=CC=CC=2)=O)=CC=1.C1C=CC(/C=C/C(/C=C/C2C=CC=CC=2)=O)=CC=1.[Pd].[Pd].C1(P(C2C=CC=CC=2)CCCCCP(C2C=CC=CC=2)C2C=CC=CC=2)C=CC=CC=1. The product is [CH2:1]([N:8]1[CH:13]2[CH2:14][CH2:15][CH:9]1[CH:10]=[C:11]([C:34]1[CH:35]=[C:30]([CH:31]=[CH:32][CH:33]=1)[C:27]([NH2:28])=[O:29])[CH2:12]2)[C:2]1[CH:3]=[CH:4][CH:5]=[CH:6][CH:7]=1. The yield is 0.640. (3) The reactants are [CH2:1]([C:8]1[O:12][C:11]([C:13]2[CH:18]=[C:17]([F:19])[CH:16]=[CH:15][C:14]=2[F:20])=[N:10][C:9]=1[C@H:21]([N:26]([CH2:32][C@H:33]1[C@@H:37]([F:38])[CH2:36][N:35](C(OCC2C=CC=CC=2)=O)[CH2:34]1)[C:27](=[O:31])[C@@H:28]([OH:30])[CH3:29])[C:22]([CH3:25])([CH3:24])[CH3:23])[C:2]1[CH:7]=[CH:6][CH:5]=[CH:4][CH:3]=1. The catalyst is C(O)C.[Pd]. The product is [CH2:1]([C:8]1[O:12][C:11]([C:13]2[CH:18]=[C:17]([F:19])[CH:16]=[CH:15][C:14]=2[F:20])=[N:10][C:9]=1[C@H:21]([N:26]([CH2:32][C@H:33]1[C@@H:37]([F:38])[CH2:36][NH:35][CH2:34]1)[C:27](=[O:31])[C@@H:28]([OH:30])[CH3:29])[C:22]([CH3:25])([CH3:23])[CH3:24])[C:2]1[CH:7]=[CH:6][CH:5]=[CH:4][CH:3]=1. The yield is 0.482. (4) The reactants are [C:1]1([CH2:7][C:8]([C:10]2[CH:15]=[CH:14][C:13]([C:16]([F:19])([F:18])[F:17])=[CH:12][CH:11]=2)=O)[CH:6]=[CH:5][CH:4]=[CH:3][CH:2]=1.[CH2:20]([O:22][C:23]1[CH:24]=[C:25]([CH:28]=[C:29]([N+:32]([O-:34])=[O:33])[C:30]=1[OH:31])[CH:26]=O)[CH3:21].[NH2:35][C:36]([NH2:38])=[O:37].Cl. The catalyst is CCO. The product is [CH2:20]([O:22][C:23]1[CH:24]=[C:25]([CH:26]2[C:7]([C:1]3[CH:6]=[CH:5][CH:4]=[CH:3][CH:2]=3)=[C:8]([C:10]3[CH:15]=[CH:14][C:13]([C:16]([F:19])([F:18])[F:17])=[CH:12][CH:11]=3)[NH:38][C:36](=[O:37])[NH:35]2)[CH:28]=[C:29]([N+:32]([O-:34])=[O:33])[C:30]=1[OH:31])[CH3:21]. The yield is 0.390. (5) The reactants are [F:1][C:2]1[CH:3]=[C:4]([CH:8]=[CH:9][C:10]=1[CH3:11])[C:5]([OH:7])=[O:6].[I:12]N1C(=O)CCC1=O.S([O-])([O-])(=O)=S.[Na+].[Na+]. The catalyst is OS(C(F)(F)F)(=O)=O. The product is [F:1][C:2]1[CH:3]=[C:4]([CH:8]=[C:9]([I:12])[C:10]=1[CH3:11])[C:5]([OH:7])=[O:6]. The yield is 0.530. (6) The reactants are Cl[CH2:2][C@H:3]([C:5]([OH:7])=[O:6])[NH2:4].O.[OH-].[Li+].[N+:11]([C:14]1[CH:19]=[CH:18][CH:17]=[CH:16][C:15]=1[S:20](Cl)(=[O:22])=[O:21])([O-:13])=[O:12].Cl. The catalyst is O.C(OCC)(=O)C.CC(C)=O. The product is [N+:11]([C:14]1[CH:19]=[CH:18][CH:17]=[CH:16][C:15]=1[S:20]([N@:4]1[CH2:2][CH:3]1[C:5]([OH:7])=[O:6])(=[O:22])=[O:21])([O-:13])=[O:12]. The yield is 0.600. (7) The reactants are [C:1]([CH2:3][C:4]([O:6][C:7]([CH3:10])([CH3:9])[CH3:8])=[O:5])#[N:2].C([O-])([O-])=O.[K+].[K+].Cl[C:18]1[C:23]([C:24]([F:27])([F:26])[F:25])=[CH:22][C:21]([N+:28]([O-:30])=[O:29])=[CH:20][N:19]=1. The catalyst is C1COCC1. The product is [C:1]([CH:3]([C:18]1[C:23]([C:24]([F:26])([F:27])[F:25])=[CH:22][C:21]([N+:28]([O-:30])=[O:29])=[CH:20][N:19]=1)[C:4]([O:6][C:7]([CH3:10])([CH3:9])[CH3:8])=[O:5])#[N:2]. The yield is 0.980. (8) The reactants are [CH3:1][C:2]1[N:3]=[C:4]([C:17]2[CH:21]=[CH:20][N:19]([CH2:22][CH2:23]OS(C)(=O)=O)[N:18]=2)[S:5][C:6]=1[C:7](=[O:16])[NH:8][CH2:9][C:10]1[CH:11]=[N:12][CH:13]=[CH:14][CH:15]=1.[NH2:29][C:30]1[CH:35]=[CH:34][CH:33]=[CH:32][CH:31]=1.[CH2:36](Cl)Cl. The catalyst is C(OCC)(=O)C. The product is [N:12]1[CH:13]=[CH:14][CH:15]=[C:10]([CH2:9][NH:8][C:7]([CH:6]2[S:5][C:4]([C:17]3[CH:21]=[CH:20][N:19]([CH2:22][CH2:23][NH:29][C:30]4[CH:35]=[CH:34][CH:33]=[CH:32][CH:31]=4)[N:18]=3)=[N:3][C:2]2([CH3:36])[CH3:1])=[O:16])[CH:11]=1. The yield is 0.520. (9) The reactants are [O:1]=[C:2]1[CH2:10][CH2:9][CH2:8][C:7]2[NH:6][N:5]=[C:4]([C:11]([O:13][CH2:14][CH3:15])=[O:12])[C:3]1=2.[Br:16][C:17]1[CH:18]=[C:19](B(O)O)[CH:20]=[CH:21][CH:22]=1. No catalyst specified. The product is [Br:16][C:17]1[CH:22]=[C:21]([N:6]2[C:7]3[CH2:8][CH2:9][CH2:10][C:2](=[O:1])[C:3]=3[C:4]([C:11]([O:13][CH2:14][CH3:15])=[O:12])=[N:5]2)[CH:20]=[CH:19][CH:18]=1. The yield is 0.190.